From a dataset of Merck oncology drug combination screen with 23,052 pairs across 39 cell lines. Regression. Given two drug SMILES strings and cell line genomic features, predict the synergy score measuring deviation from expected non-interaction effect. (1) Drug 1: CN1C(=O)C=CC2(C)C3CCC4(C)C(NC(=O)OCC(F)(F)F)CCC4C3CCC12. Drug 2: Cn1nnc2c(C(N)=O)ncn2c1=O. Cell line: HT29. Synergy scores: synergy=-1.86. (2) Drug 1: O=S1(=O)NC2(CN1CC(F)(F)F)C1CCC2Cc2cc(C=CCN3CCC(C(F)(F)F)CC3)ccc2C1. Drug 2: CC(C)CC(NC(=O)C(Cc1ccccc1)NC(=O)c1cnccn1)B(O)O. Cell line: ZR751. Synergy scores: synergy=-22.6. (3) Drug 1: COC12C(COC(N)=O)C3=C(C(=O)C(C)=C(N)C3=O)N1CC1NC12. Drug 2: NC1(c2ccc(-c3nc4ccn5c(=O)[nH]nc5c4cc3-c3ccccc3)cc2)CCC1. Cell line: UWB1289. Synergy scores: synergy=8.69. (4) Drug 1: CNC(=O)c1cc(Oc2ccc(NC(=O)Nc3ccc(Cl)c(C(F)(F)F)c3)cc2)ccn1. Drug 2: Cn1cc(-c2cnn3c(N)c(Br)c(C4CCCNC4)nc23)cn1. Cell line: HT144. Synergy scores: synergy=6.61. (5) Drug 1: CCN(CC)CCNC(=O)c1c(C)[nH]c(C=C2C(=O)Nc3ccc(F)cc32)c1C. Drug 2: Cn1c(=O)n(-c2ccc(C(C)(C)C#N)cc2)c2c3cc(-c4cnc5ccccc5c4)ccc3ncc21. Cell line: CAOV3. Synergy scores: synergy=15.9.